From a dataset of NCI-60 drug combinations with 297,098 pairs across 59 cell lines. Regression. Given two drug SMILES strings and cell line genomic features, predict the synergy score measuring deviation from expected non-interaction effect. Drug 1: C1C(C(OC1N2C=C(C(=O)NC2=O)F)CO)O. Drug 2: CC1=C2C(C(=O)C3(C(CC4C(C3C(C(C2(C)C)(CC1OC(=O)C(C(C5=CC=CC=C5)NC(=O)OC(C)(C)C)O)O)OC(=O)C6=CC=CC=C6)(CO4)OC(=O)C)O)C)O. Cell line: OVCAR-4. Synergy scores: CSS=4.49, Synergy_ZIP=1.19, Synergy_Bliss=6.59, Synergy_Loewe=-2.83, Synergy_HSA=1.45.